From a dataset of Full USPTO retrosynthesis dataset with 1.9M reactions from patents (1976-2016). Predict the reactants needed to synthesize the given product. (1) Given the product [C:16]1(=[C:8]([C:9]2[CH:14]=[CH:13][C:12]([OH:15])=[CH:11][CH:10]=2)[C:5]2[CH:6]=[CH:7][C:2](/[CH:23]=[CH:22]/[C:21]([O:25][C:26]([CH3:29])([CH3:28])[CH3:27])=[O:24])=[CH:3][CH:4]=2)[CH2:20][CH2:19][CH2:18][CH2:17]1, predict the reactants needed to synthesize it. The reactants are: Br[C:2]1[CH:7]=[CH:6][C:5]([C:8](=[C:16]2[CH2:20][CH2:19][CH2:18][CH2:17]2)[C:9]2[CH:14]=[CH:13][C:12]([OH:15])=[CH:11][CH:10]=2)=[CH:4][CH:3]=1.[C:21]([O:25][C:26]([CH3:29])([CH3:28])[CH3:27])(=[O:24])[CH:22]=[CH2:23].CCN(CC)CC.CC1C=CC=CC=1P(C1C=CC=CC=1C)C1C=CC=CC=1C. (2) Given the product [Cl:22][C:16]1[CH:17]=[C:18]([Cl:21])[CH:19]=[CH:20][C:15]=1[C:13]1[N:14]=[C:10](/[CH:9]=[CH:8]/[C:5]2[CH:6]=[CH:7][C:2]([C:30]3[CH:31]=[CH:32][C:27]([O:26][CH3:25])=[CH:28][CH:29]=3)=[CH:3][CH:4]=2)[N:11]([CH2:23][CH3:24])[CH:12]=1, predict the reactants needed to synthesize it. The reactants are: Br[C:2]1[CH:7]=[CH:6][C:5](/[CH:8]=[CH:9]/[C:10]2[N:11]([CH2:23][CH3:24])[CH:12]=[C:13]([C:15]3[CH:20]=[CH:19][C:18]([Cl:21])=[CH:17][C:16]=3[Cl:22])[N:14]=2)=[CH:4][CH:3]=1.[CH3:25][O:26][C:27]1[CH:32]=[CH:31][C:30](B(O)O)=[CH:29][CH:28]=1. (3) Given the product [Br:1][C:2]1[C:3]([CH3:14])=[CH:4][C:5]2[O:9][C:8]([F:16])=[CH:7][C:6]=2[CH:13]=1, predict the reactants needed to synthesize it. The reactants are: [Br:1][C:2]1[C:3]([CH3:14])=[CH:4][C:5]2[O:9][C:8](C(O)=O)=[CH:7][C:6]=2[CH:13]=1.[B-](F)(F)(F)[F:16].[B-](F)(F)(F)F.C1[N+]2(CCl)CC[N+](F)(CC2)C1.C(=O)(O)[O-].[Na+]. (4) Given the product [Cl:20][C:21]1[CH:34]=[CH:33][C:32]([NH:35][C:36]2[NH:19][C:18]3[CH:17]=[CH:16][C:4]([O:5][C:6]4[CH:7]=[C:8]([NH:12][C:13](=[O:15])[CH3:14])[CH:9]=[CH:10][CH:11]=4)=[CH:3][C:2]=3[N:1]=2)=[CH:31][C:22]=1[CH2:23][N:24]1[CH2:29][CH2:28][N:27]([CH3:30])[CH2:26][CH2:25]1, predict the reactants needed to synthesize it. The reactants are: [NH2:1][C:2]1[CH:3]=[C:4]([CH:16]=[CH:17][C:18]=1[NH2:19])[O:5][C:6]1[CH:7]=[C:8]([NH:12][C:13](=[O:15])[CH3:14])[CH:9]=[CH:10][CH:11]=1.[Cl:20][C:21]1[CH:34]=[CH:33][C:32]([N:35]=[C:36]=S)=[CH:31][C:22]=1[CH2:23][N:24]1[CH2:29][CH2:28][N:27]([CH3:30])[CH2:26][CH2:25]1.C(Cl)CCl. (5) Given the product [O:35]1[CH:36]=[CH:37][C:33]([C:31]([NH:30][C:27]2[CH:26]=[CH:25][C:24]([CH3:23])=[C:29]([C:2]3[CH:22]=[CH:21][C:5]([C:6]([NH:8][CH2:9][C:10]4[CH:15]=[CH:14][CH:13]=[C:12]([NH:16][S:17]([CH3:20])(=[O:19])=[O:18])[CH:11]=4)=[O:7])=[CH:4][N:3]=3)[CH:28]=2)=[O:32])=[CH:34]1, predict the reactants needed to synthesize it. The reactants are: Cl[C:2]1[CH:22]=[CH:21][C:5]([C:6]([NH:8][CH2:9][C:10]2[CH:15]=[CH:14][CH:13]=[C:12]([NH:16][S:17]([CH3:20])(=[O:19])=[O:18])[CH:11]=2)=[O:7])=[CH:4][N:3]=1.[CH3:23][C:24]1[CH:29]=[CH:28][C:27]([NH:30][C:31]([C:33]2[CH:37]=[CH:36][O:35][CH:34]=2)=[O:32])=[CH:26][C:25]=1B1OC(C)(C)C(C)(C)O1. (6) The reactants are: [OH-].[CH3:2][N+:3]([CH3:6])([CH3:5])[CH3:4].[CH:7]([OH:10])([CH3:9])[CH3:8]. Given the product [CH3:2][N+:3]([CH3:6])([CH3:5])[CH3:4].[OH-:10].[CH3:8][CH:7]([OH:10])[CH3:9], predict the reactants needed to synthesize it.